From a dataset of Catalyst prediction with 721,799 reactions and 888 catalyst types from USPTO. Predict which catalyst facilitates the given reaction. Reactant: [Br:1][C:2]1[C:11]2[C:10]([CH3:13])([CH3:12])[CH2:9][CH2:8][CH2:7][C:6]=2[CH:5]=[C:4]([CH:14]([OH:16])[CH3:15])[C:3]=1[O:17][CH3:18].Cl.CN(C)CCCN=C=NCC.[C:31](OC(=O)C)(=[O:33])[CH3:32]. Product: [Br:1][C:2]1[C:11]2[C:10]([CH3:13])([CH3:12])[CH2:9][CH2:8][CH2:7][C:6]=2[CH:5]=[C:4]([CH:14]([O:16][C:31](=[O:33])[CH3:32])[CH3:15])[C:3]=1[O:17][CH3:18]. The catalyst class is: 119.